This data is from Cav3 T-type calcium channel HTS with 100,875 compounds. The task is: Binary Classification. Given a drug SMILES string, predict its activity (active/inactive) in a high-throughput screening assay against a specified biological target. The compound is o1c(CN2CCCCC2)ccc1C(O)=O. The result is 0 (inactive).